This data is from NCI-60 drug combinations with 297,098 pairs across 59 cell lines. The task is: Regression. Given two drug SMILES strings and cell line genomic features, predict the synergy score measuring deviation from expected non-interaction effect. (1) Drug 1: C1CC(=O)NC(=O)C1N2CC3=C(C2=O)C=CC=C3N. Drug 2: B(C(CC(C)C)NC(=O)C(CC1=CC=CC=C1)NC(=O)C2=NC=CN=C2)(O)O. Cell line: SN12C. Synergy scores: CSS=5.95, Synergy_ZIP=-4.32, Synergy_Bliss=-3.49, Synergy_Loewe=-0.0480, Synergy_HSA=-0.0480. (2) Synergy scores: CSS=-0.0755, Synergy_ZIP=-2.39, Synergy_Bliss=-4.92, Synergy_Loewe=-11.3, Synergy_HSA=-4.68. Drug 1: CC1=C(C=C(C=C1)NC2=NC=CC(=N2)N(C)C3=CC4=NN(C(=C4C=C3)C)C)S(=O)(=O)N.Cl. Drug 2: CC1=C(N=C(N=C1N)C(CC(=O)N)NCC(C(=O)N)N)C(=O)NC(C(C2=CN=CN2)OC3C(C(C(C(O3)CO)O)O)OC4C(C(C(C(O4)CO)O)OC(=O)N)O)C(=O)NC(C)C(C(C)C(=O)NC(C(C)O)C(=O)NCCC5=NC(=CS5)C6=NC(=CS6)C(=O)NCCC[S+](C)C)O. Cell line: UACC62. (3) Drug 1: C1C(C(OC1N2C=C(C(=O)NC2=O)F)CO)O. Drug 2: C(CN)CNCCSP(=O)(O)O. Cell line: SF-295. Synergy scores: CSS=28.2, Synergy_ZIP=-11.2, Synergy_Bliss=-6.16, Synergy_Loewe=-83.3, Synergy_HSA=-5.81. (4) Cell line: SR. Synergy scores: CSS=51.6, Synergy_ZIP=5.22, Synergy_Bliss=4.37, Synergy_Loewe=2.70, Synergy_HSA=7.63. Drug 1: COC1=C(C=C2C(=C1)N=CN=C2NC3=CC(=C(C=C3)F)Cl)OCCCN4CCOCC4. Drug 2: C1CCC(CC1)NC(=O)N(CCCl)N=O. (5) Drug 1: CC1C(C(CC(O1)OC2CC(CC3=C2C(=C4C(=C3O)C(=O)C5=C(C4=O)C(=CC=C5)OC)O)(C(=O)CO)O)N)O.Cl. Drug 2: C1=CC(=CC=C1CCCC(=O)O)N(CCCl)CCCl. Cell line: MCF7. Synergy scores: CSS=4.39, Synergy_ZIP=-1.92, Synergy_Bliss=-0.946, Synergy_Loewe=-0.713, Synergy_HSA=-1.04. (6) Drug 1: C1=NC2=C(N1)C(=S)N=CN2. Drug 2: C1CN(P(=O)(OC1)NCCCl)CCCl. Cell line: TK-10. Synergy scores: CSS=32.0, Synergy_ZIP=0.929, Synergy_Bliss=1.06, Synergy_Loewe=-44.6, Synergy_HSA=2.15. (7) Synergy scores: CSS=-1.16, Synergy_ZIP=1.61, Synergy_Bliss=2.31, Synergy_Loewe=-2.86, Synergy_HSA=-1.34. Drug 2: COC1=NC(=NC2=C1N=CN2C3C(C(C(O3)CO)O)O)N. Drug 1: C1=CC=C(C(=C1)C(C2=CC=C(C=C2)Cl)C(Cl)Cl)Cl. Cell line: SK-MEL-28.